From a dataset of Peptide-MHC class II binding affinity with 134,281 pairs from IEDB. Regression. Given a peptide amino acid sequence and an MHC pseudo amino acid sequence, predict their binding affinity value. This is MHC class II binding data. (1) The MHC is HLA-DQA10501-DQB10201 with pseudo-sequence HLA-DQA10501-DQB10201. The binding affinity (normalized) is 0.195. The peptide sequence is RRMWASAQNISGAGW. (2) The peptide sequence is KYDAYVATLSEALRI. The MHC is DRB1_1602 with pseudo-sequence DRB1_1602. The binding affinity (normalized) is 0.828. (3) The binding affinity (normalized) is 0. The MHC is DRB3_0101 with pseudo-sequence DRB3_0101. The peptide sequence is APANPGLIIGAL. (4) The peptide sequence is GFLNEDHWFSRENSYSG. The MHC is DRB1_1101 with pseudo-sequence DRB1_1101. The binding affinity (normalized) is 0.300. (5) The peptide sequence is EPIAPYHFDLSGHAF. The MHC is DRB1_0901 with pseudo-sequence DRB1_0901. The binding affinity (normalized) is 0.559.